Dataset: Full USPTO retrosynthesis dataset with 1.9M reactions from patents (1976-2016). Task: Predict the reactants needed to synthesize the given product. (1) Given the product [Cl:1][C:2]1[CH:7]=[CH:6][C:5]([C:8]2[N:9]([CH2:14][C@H:15]([OH:20])[C:16]([F:18])([F:19])[F:17])[C:10](=[O:13])[N:11]([CH2:22][C:23]3[S:24][C:25]([C:28]4[CH:33]=[CH:32][CH:31]=[CH:30][C:29]=4[Cl:34])=[CH:26][N:27]=3)[N:12]=2)=[CH:4][CH:3]=1, predict the reactants needed to synthesize it. The reactants are: [Cl:1][C:2]1[CH:7]=[CH:6][C:5]([C:8]2[N:9]([CH2:14][C@H:15]([OH:20])[C:16]([F:19])([F:18])[F:17])[C:10](=[O:13])[NH:11][N:12]=2)=[CH:4][CH:3]=1.Br[CH2:22][C:23]1[S:24][C:25]([C:28]2[CH:33]=[CH:32][CH:31]=[CH:30][C:29]=2[Cl:34])=[CH:26][N:27]=1. (2) Given the product [ClH:27].[ClH:27].[NH2:19][C@@H:17]1[CH2:18][C@H:16]1[C:12]1[CH:11]=[C:10]([CH:15]=[CH:14][CH:13]=1)[C:8]([NH:7][C:5]1[O:4][N:3]=[C:2]([CH3:1])[CH:6]=1)=[O:9], predict the reactants needed to synthesize it. The reactants are: [CH3:1][C:2]1[CH:6]=[C:5]([NH:7][C:8]([C:10]2[CH:11]=[C:12]([C@@H:16]3[CH2:18][C@H:17]3[NH:19]C(=O)OC(C)(C)C)[CH:13]=[CH:14][CH:15]=2)=[O:9])[O:4][N:3]=1.[ClH:27].C(OCC)(=O)C. (3) The reactants are: C[O:2][C:3]([C:5]1[CH:9]=[C:8]([C:10]2[N:11]=[CH:12][O:13][CH:14]=2)[S:7][CH:6]=1)=[O:4].[OH-].[Na+]. Given the product [O:13]1[CH:14]=[C:10]([C:8]2[S:7][CH:6]=[C:5]([C:3]([OH:4])=[O:2])[CH:9]=2)[N:11]=[CH:12]1, predict the reactants needed to synthesize it. (4) Given the product [Cl:17][C:18]1[CH:19]=[C:20]([NH:25][C:26]2[C:35]3[C:30](=[CH:31][C:32]([O:38][CH2:3][C:4]4[N:5]=[C:6]([CH2:9][N:10]5[CH2:15][CH2:14][N:13]([CH3:16])[CH2:12][CH2:11]5)[S:7][CH:8]=4)=[C:33]([O:36][CH3:37])[CH:34]=3)[N:29]=[CH:28][N:27]=2)[CH:21]=[CH:22][C:23]=1[Cl:24], predict the reactants needed to synthesize it. The reactants are: Cl.Cl[CH2:3][C:4]1[N:5]=[C:6]([CH2:9][N:10]2[CH2:15][CH2:14][N:13]([CH3:16])[CH2:12][CH2:11]2)[S:7][CH:8]=1.[Cl:17][C:18]1[CH:19]=[C:20]([NH:25][C:26]2[C:35]3[C:30](=[CH:31][C:32]([OH:38])=[C:33]([O:36][CH3:37])[CH:34]=3)[N:29]=[CH:28][N:27]=2)[CH:21]=[CH:22][C:23]=1[Cl:24].C(=O)([O-])[O-].[K+].[K+]. (5) The reactants are: [OH:1][CH2:2][CH2:3][C:4]1[C:9](=[O:10])[N:8]2[N:11]=[C:12]([CH3:23])[C:13]([C:14]3[C:19]([CH3:20])=[CH:18][C:17]([CH3:21])=[CH:16][C:15]=3[CH3:22])=[C:7]2[NH:6][C:5]=1[CH3:24].S([O-])([O-])(=O)=S.[Na+].[Na+]. Given the product [C:15]1([CH3:22])[CH:16]=[C:17]([CH3:21])[CH:18]=[C:19]([CH3:20])[C:14]=1[C:13]1[C:12]([CH3:23])=[N:11][N:8]2[C:9](=[O:10])[C:4]([CH2:3][CH:2]=[O:1])=[C:5]([CH3:24])[NH:6][C:7]=12, predict the reactants needed to synthesize it. (6) Given the product [F:5][C:6]1[CH:7]=[C:8]([CH2:13][CH2:14][OH:15])[CH:9]=[CH:10][C:11]=1[F:12], predict the reactants needed to synthesize it. The reactants are: CSC.B.[F:5][C:6]1[CH:7]=[C:8]([CH2:13][C:14](O)=[O:15])[CH:9]=[CH:10][C:11]=1[F:12].CO. (7) Given the product [N:35]1[CH:36]=[CH:37][C:32]([CH2:31][N:1]2[CH2:6][CH2:5][CH:4]([C:7]([NH:9][C:10]3[C:14]4[CH:15]=[CH:16][CH:17]=[CH:18][C:13]=4[O:12][C:11]=3[C:19]([NH:21][C:22]3[CH:27]=[CH:26][C:25]([Cl:28])=[CH:24][N:23]=3)=[O:20])=[O:8])[CH2:3][CH2:2]2)=[CH:33][CH:34]=1, predict the reactants needed to synthesize it. The reactants are: [NH:1]1[CH2:6][CH2:5][CH:4]([C:7]([NH:9][C:10]2[C:14]3[CH:15]=[CH:16][CH:17]=[CH:18][C:13]=3[O:12][C:11]=2[C:19]([NH:21][C:22]2[CH:27]=[CH:26][C:25]([Cl:28])=[CH:24][N:23]=2)=[O:20])=[O:8])[CH2:3][CH2:2]1.Cl.Cl[CH2:31][C:32]1[CH:37]=[CH:36][N:35]=[CH:34][CH:33]=1.C(=O)([O-])[O-].[Na+].[Na+].[I-].[Na+].C(=O)([O-])O.[Na+].